Dataset: Reaction yield outcomes from USPTO patents with 853,638 reactions. Task: Predict the reaction yield, written as a fraction of the theoretical maximum amount of product (1.0 means a 100% yield; for example, 0.34 means a 34% yield). (1) The reactants are [NH2:1][C:2]1[CH:23]=[CH:22][C:5]([O:6][C:7]2[CH:8]=[CH:9][C:10]3[N:11]([CH:13]=[C:14]([NH:16][C:17]([CH:19]4[CH2:21][CH2:20]4)=[O:18])[N:15]=3)[CH:12]=2)=[CH:4][C:3]=1[F:24].[F:25][C:26]1[CH:31]=[CH:30][C:29]([NH:32][C:33]([C:35]2([C:38](O)=[O:39])[CH2:37][CH2:36]2)=[O:34])=[CH:28][CH:27]=1.CN(C(ON1N=NC2C=CC=NC1=2)=[N+](C)C)C.F[P-](F)(F)(F)(F)F.C(N(CC)C(C)C)(C)C.C(=O)([O-])O.[Na+]. The catalyst is CN(C)C(=O)C. The product is [CH:19]1([C:17]([NH:16][C:14]2[N:15]=[C:10]3[CH:9]=[CH:8][C:7]([O:6][C:5]4[CH:22]=[CH:23][C:2]([NH:1][C:38]([C:35]5([C:33]([NH:32][C:29]6[CH:30]=[CH:31][C:26]([F:25])=[CH:27][CH:28]=6)=[O:34])[CH2:37][CH2:36]5)=[O:39])=[C:3]([F:24])[CH:4]=4)=[CH:12][N:11]3[CH:13]=2)=[O:18])[CH2:21][CH2:20]1. The yield is 0.470. (2) The reactants are [Cl-].O[NH3+:3].[C:4](=[O:7])([O-])[OH:5].[Na+].CS(C)=O.[C:13]([O:17][C:18]1[CH:23]=[CH:22][C:21]([N:24]2[C:29](=[O:30])[C:28]([CH2:31][C:32]3[CH:37]=[CH:36][C:35]([C:38]4[C:39]([C:44]#[N:45])=[CH:40][CH:41]=[CH:42][CH:43]=4)=[CH:34][CH:33]=3)=[C:27]([CH2:46][CH2:47][CH3:48])[N:26]=[C:25]2[CH3:49])=[CH:20][CH:19]=1)([CH3:16])([CH3:15])[CH3:14]. The catalyst is O.C(OCC)(=O)C. The product is [C:13]([O:17][C:18]1[CH:19]=[CH:20][C:21]([N:24]2[C:29](=[O:30])[C:28]([CH2:31][C:32]3[CH:33]=[CH:34][C:35]([C:38]4[CH:43]=[CH:42][CH:41]=[CH:40][C:39]=4[C:44]4[NH:3][C:4](=[O:7])[O:5][N:45]=4)=[CH:36][CH:37]=3)=[C:27]([CH2:46][CH2:47][CH3:48])[N:26]=[C:25]2[CH3:49])=[CH:22][CH:23]=1)([CH3:16])([CH3:15])[CH3:14]. The yield is 0.780.